Predict the reactants needed to synthesize the given product. From a dataset of Full USPTO retrosynthesis dataset with 1.9M reactions from patents (1976-2016). (1) The reactants are: [C:1]1([N:7]2[C:11]([C:12]3[CH:17]=[CH:16][CH:15]=[CH:14][CH:13]=3)=[CH:10][CH:9]=[C:8]2[C:18]2[CH:19]=[C:20]3[C:25](=[CH:26][CH:27]=2)[CH:24]=[C:23]([O:28][CH2:29][C:30]#[N:31])[CH:22]=[CH:21]3)[CH:6]=[CH:5][CH:4]=[CH:3][CH:2]=1.[Cl-].[NH4+].[N-:34]=[N+:35]=[N-:36].[Na+]. Given the product [C:1]1([N:7]2[C:11]([C:12]3[CH:13]=[CH:14][CH:15]=[CH:16][CH:17]=3)=[CH:10][CH:9]=[C:8]2[C:18]2[CH:19]=[C:20]3[C:25](=[CH:26][CH:27]=2)[CH:24]=[C:23]([O:28][CH2:29][C:30]2[NH:36][N:35]=[N:34][N:31]=2)[CH:22]=[CH:21]3)[CH:2]=[CH:3][CH:4]=[CH:5][CH:6]=1, predict the reactants needed to synthesize it. (2) Given the product [C:7]([N:6]1[C:2]([C:36]2[CH:35]=[CH:34][C:33]([N:30]3[CH2:29][CH2:28][O:27][CH2:32][CH2:31]3)=[CH:38][CH:37]=2)=[C:3]([C:11]2[S:12][CH:13]=[C:14]([CH2:16][C:17]([NH:19][CH2:20][CH:21]3[CH2:26][CH2:25][O:24][CH2:23][CH2:22]3)=[O:18])[N:15]=2)[CH:4]=[N:5]1)([CH3:10])([CH3:9])[CH3:8], predict the reactants needed to synthesize it. The reactants are: Br[C:2]1[N:6]([C:7]([CH3:10])([CH3:9])[CH3:8])[N:5]=[CH:4][C:3]=1[C:11]1[S:12][CH:13]=[C:14]([CH2:16][C:17]([NH:19][CH2:20][CH:21]2[CH2:26][CH2:25][O:24][CH2:23][CH2:22]2)=[O:18])[N:15]=1.[O:27]1[CH2:32][CH2:31][N:30]([C:33]2[CH:38]=[CH:37][C:36](B(O)O)=[CH:35][CH:34]=2)[CH2:29][CH2:28]1.